From a dataset of Full USPTO retrosynthesis dataset with 1.9M reactions from patents (1976-2016). Predict the reactants needed to synthesize the given product. (1) Given the product [CH2:1]([N:8]1[C:16]2[C:15]([CH3:17])=[C:14]([CH3:18])[N:13]=[C:12]([NH2:19])[C:11]=2[NH:10][C:9]1=[O:26])[C:2]1[CH:7]=[CH:6][CH:5]=[CH:4][CH:3]=1, predict the reactants needed to synthesize it. The reactants are: [CH2:1]([N:8]1[C:16]2[C:15]([CH3:17])=[C:14]([CH3:18])[N:13]=[C:12]([N:19](CC=C)CC=C)[C:11]=2[NH:10][C:9]1=[O:26])[C:2]1[CH:7]=[CH:6][CH:5]=[CH:4][CH:3]=1.C(#N)C. (2) Given the product [F:3][C:4]([F:22])([C:15]([F:21])([F:20])[C:16]([F:19])([F:18])[F:17])[CH2:5][CH2:6][Si:7]([C:23]#[CH:24])([CH:11]([CH3:13])[CH3:12])[CH:8]([CH3:10])[CH3:9], predict the reactants needed to synthesize it. The reactants are: Br[SiH3].[F:3][C:4]([F:22])([C:15]([F:21])([F:20])[C:16]([F:19])([F:18])[F:17])[CH2:5][CH2:6][Si:7](Br)([CH:11]([CH3:13])[CH3:12])[CH:8]([CH3:10])[CH3:9].[C:23]([Mg]Br)#[CH:24]. (3) Given the product [F:1][C:2]1[CH:19]=[CH:18][C:17]([C:20]2[CH:21]=[C:22]([C:30]([S:33]([CH3:36])(=[O:34])=[O:35])([CH3:32])[CH3:31])[CH:23]=[C:24]3[C:29]=2[N:28]=[CH:27][CH:26]=[CH:25]3)=[CH:16][C:3]=1[CH2:4][N:5]([C:6]1[CH:7]=[CH:8][C:9]([S:12]([CH3:15])(=[O:13])=[O:14])=[CH:10][CH:11]=1)[C:43](=[O:44])[C:45]1[CH:18]=[CH:19][CH:2]=[CH:3][CH:4]=1, predict the reactants needed to synthesize it. The reactants are: [F:1][C:2]1[CH:19]=[CH:18][C:17]([C:20]2[CH:21]=[C:22]([C:30]([S:33]([CH3:36])(=[O:35])=[O:34])([CH3:32])[CH3:31])[CH:23]=[C:24]3[C:29]=2[N:28]=[CH:27][CH:26]=[CH:25]3)=[CH:16][C:3]=1[CH2:4][NH:5][C:6]1[CH:11]=[CH:10][C:9]([S:12]([CH3:15])(=[O:14])=[O:13])=[CH:8][CH:7]=1.C(Cl)Cl.CCO[C:43]([CH3:45])=[O:44]. (4) Given the product [CH2:17]([O:16][C:14]([N:11]1[CH2:12][CH2:13][C:8]2[O:7][C:6]([C:4](=[O:5])[NH:29][CH2:28][CH:27]([O:30][CH3:31])[O:26][CH3:25])=[N:24][C:9]=2[CH2:10]1)=[O:15])[C:18]1[CH:19]=[CH:20][CH:21]=[CH:22][CH:23]=1, predict the reactants needed to synthesize it. The reactants are: CCO[C:4]([C:6]1[O:7][C:8]2[CH2:13][CH2:12][N:11]([C:14]([O:16][CH2:17][C:18]3[CH:23]=[CH:22][CH:21]=[CH:20][CH:19]=3)=[O:15])[CH2:10][C:9]=2[N:24]=1)=[O:5].[CH3:25][O:26][CH:27]([O:30][CH3:31])[CH2:28][NH2:29]. (5) Given the product [CH2:1]([O:8][N:9]1[C:15](=[O:16])[N:14]2[CH2:17][C@H:10]1[CH2:11][CH2:12][C@H:13]2[C:18]([NH:21][O:22][C@H:23]1[CH2:27][CH2:26][C@H:25]([CH2:28][NH:29][C:30](=[O:36])[O:31][C:32]([CH3:34])([CH3:33])[CH3:35])[CH2:24]1)=[O:20])[C:2]1[CH:3]=[CH:4][CH:5]=[CH:6][CH:7]=1, predict the reactants needed to synthesize it. The reactants are: [CH2:1]([O:8][N:9]1[C:15](=[O:16])[N:14]2[CH2:17][C@H:10]1[CH2:11][CH2:12][C@H:13]2[C:18]([OH:20])=O)[C:2]1[CH:7]=[CH:6][CH:5]=[CH:4][CH:3]=1.[NH2:21][O:22][C@H:23]1[CH2:27][CH2:26][C@H:25]([CH2:28][NH:29][C:30](=[O:36])[O:31][C:32]([CH3:35])([CH3:34])[CH3:33])[CH2:24]1.ON1C2C=CC=CC=2N=N1.Cl.C(N=C=NCCCN(C)C)C. (6) The reactants are: [CH3:1][NH:2][CH2:3][C:4]1[CH:5]=[C:6]([C:22]2[CH:27]=[CH:26][CH:25]=[CH:24][CH:23]=2)[N:7]([S:9]([C:12]2[CH:21]=[CH:20][CH:19]=[CH:18][C:13]=2[C:14]([O:16][CH3:17])=[O:15])(=[O:11])=[O:10])[CH:8]=1.C(OCC)(=O)C.[ClH:34]. Given the product [ClH:34].[CH3:1][NH:2][CH2:3][C:4]1[CH:5]=[C:6]([C:22]2[CH:27]=[CH:26][CH:25]=[CH:24][CH:23]=2)[N:7]([S:9]([C:12]2[CH:21]=[CH:20][CH:19]=[CH:18][C:13]=2[C:14]([O:16][CH3:17])=[O:15])(=[O:10])=[O:11])[CH:8]=1, predict the reactants needed to synthesize it. (7) Given the product [CH2:16]([O:15][C:13](=[O:14])[CH:12]([NH:10][C:6]1[CH:5]=[C:4]2[C:9](=[CH:8][CH:7]=1)[NH:1][N:2]=[CH:3]2)[CH2:18][CH2:19][CH2:20][CH3:21])[CH3:17], predict the reactants needed to synthesize it. The reactants are: [NH:1]1[C:9]2[C:4](=[CH:5][C:6]([NH2:10])=[CH:7][CH:8]=2)[CH:3]=[N:2]1.Br[CH:12]([CH2:18][CH2:19][CH2:20][CH3:21])[C:13]([O:15][CH2:16][CH3:17])=[O:14]. (8) Given the product [OH:52][NH:51][C:4]([C:6]1[S:10][C:9]2[CH:11]=[CH:12][C:13]([CH2:15][NH:23][CH2:22][C:21]3[CH:24]=[CH:25][CH:26]=[C:19]([O:18][CH3:17])[CH:20]=3)=[CH:14][C:8]=2[CH:7]=1)=[O:5], predict the reactants needed to synthesize it. The reactants are: C(O[C:4]([C:6]1[S:10][C:9]2[CH:11]=[CH:12][C:13]([CH:15]=O)=[CH:14][C:8]=2[CH:7]=1)=[O:5])C.[CH3:17][O:18][C:19]1[CH:20]=[C:21]([CH:24]=[CH:25][CH:26]=1)[CH2:22][NH2:23].C(O[BH-](OC(=O)C)OC(=O)C)(=O)C.[Na+].C(O)(=O)C.C([O-])(O)=O.[Na+].Cl.[NH2:51][OH:52].C[O-].[Na+].